Dataset: Full USPTO retrosynthesis dataset with 1.9M reactions from patents (1976-2016). Task: Predict the reactants needed to synthesize the given product. (1) Given the product [CH2:1]([C:7]1[CH:8]=[C:9]([CH2:10][CH2:28][CH2:29][CH2:30][CH2:31][CH2:32][C:33]([OH:35])=[O:34])[CH:12]=[CH:13][CH:14]=1)[CH2:2][CH2:3][CH2:4][CH2:5][CH3:6], predict the reactants needed to synthesize it. The reactants are: [CH:1](/[C:7]1[CH:8]=[C:9]([CH:12]=[CH:13][CH:14]=1)[CH:10]=O)=[CH:2]/[CH2:3][CH2:4][CH2:5][CH3:6].C(C1C=CC(C[CH2:28][CH2:29][CH2:30][CH2:31][CH2:32][C:33]([OH:35])=[O:34])=CC=1)CCCCC. (2) Given the product [C:14]([C:13]1[CH:16]=[CH:17][C:10]([O:2][C:1]2[CH:8]=[CH:7][C:5]([OH:6])=[CH:4][CH:3]=2)=[CH:11][CH:12]=1)#[N:15], predict the reactants needed to synthesize it. The reactants are: [C:1]1([CH:8]=[CH:7][C:5]([OH:6])=[CH:4][CH:3]=1)[OH:2].F[C:10]1[CH:17]=[CH:16][C:13]([C:14]#[N:15])=[CH:12][CH:11]=1.C(=O)([O-])[O-].[K+].[K+]. (3) Given the product [NH2:1][C:2]1[C:3]2[C:10]([C:11]3[CH:16]=[CH:15][CH:14]=[C:13]([O:17][CH2:18][C:19]4[CH:20]=[CH:21][CH:22]=[CH:23][CH:24]=4)[CH:12]=3)=[CH:9][N:8]([C@H:25]3[CH2:26][C@H:27]([CH2:29][N:54]4[C:50](=[O:60])[C:51]5[C:52](=[CH:56][CH:57]=[CH:58][CH:59]=5)[C:53]4=[O:55])[CH2:28]3)[C:4]=2[N:5]=[CH:6][N:7]=1, predict the reactants needed to synthesize it. The reactants are: [NH2:1][C:2]1[C:3]2[C:10]([C:11]3[CH:16]=[CH:15][CH:14]=[C:13]([O:17][CH2:18][C:19]4[CH:24]=[CH:23][CH:22]=[CH:21][CH:20]=4)[CH:12]=3)=[CH:9][N:8]([C@H:25]3[CH2:28][C@H:27]([CH2:29]O)[CH2:26]3)[C:4]=2[N:5]=[CH:6][N:7]=1.C1(P(C2C=CC=CC=2)C2C=CC=CC=2)C=CC=CC=1.[C:50]1(=[O:60])[NH:54][C:53](=[O:55])[C:52]2=[CH:56][CH:57]=[CH:58][CH:59]=[C:51]12.N(C(OCC)=O)=NC(OCC)=O. (4) Given the product [F:17][C:3]1[CH:4]=[C:5]([CH2:6][N:7]2[CH2:10][CH:9]([C:11]([O:13][CH3:14])=[O:12])[CH2:8]2)[CH:15]=[CH:16][C:2]=1[C:32]1[O:33][C:29]2[CH:28]=[CH:27][C:26]([CH:24]([C:18]3[CH:19]=[CH:20][CH:21]=[CH:22][CH:23]=3)[CH3:25])=[CH:37][C:30]=2[CH:31]=1, predict the reactants needed to synthesize it. The reactants are: Br[C:2]1[CH:16]=[CH:15][C:5]([CH2:6][N:7]2[CH2:10][CH:9]([C:11]([O:13][CH3:14])=[O:12])[CH2:8]2)=[CH:4][C:3]=1[F:17].[C:18]1([CH:24]([C:26]2[CH:27]=[CH:28][C:29]3[O:33][C:32](B(O)O)=[CH:31][C:30]=3[CH:37]=2)[CH3:25])[CH:23]=[CH:22][CH:21]=[CH:20][CH:19]=1. (5) Given the product [Br:24][C:25]1[CH:26]=[C:27]([O:32][CH3:33])[CH:28]=[C:29]([CH2:31][Br:7])[CH:30]=1, predict the reactants needed to synthesize it. The reactants are: CC1(C)N([Br:7])C(=O)N(Br)C1=O.N(C(C)(C)C#N)=NC(C)(C)C#N.[Br:24][C:25]1[CH:30]=[C:29]([CH3:31])[CH:28]=[C:27]([O:32][CH3:33])[CH:26]=1.S([O-])([O-])(=O)=S.[Na+].[Na+]. (6) Given the product [CH3:2][O:3][C:4]1[CH:5]=[C:6]([C:12]2[C:13]([CH3:25])([CH3:24])[C:14](=[O:23])[N:15]([CH:17]3[CH2:22][CH2:21][N:20]([C:31]([C:30]4[CH:34]=[CH:35][CH:36]=[C:28]([O:27][CH3:26])[CH:29]=4)=[O:32])[CH2:19][CH2:18]3)[N:16]=2)[CH:7]=[CH:8][C:9]=1[O:10][CH3:11], predict the reactants needed to synthesize it. The reactants are: Cl.[CH3:2][O:3][C:4]1[CH:5]=[C:6]([C:12]2[C:13]([CH3:25])([CH3:24])[C:14](=[O:23])[N:15]([CH:17]3[CH2:22][CH2:21][NH:20][CH2:19][CH2:18]3)[N:16]=2)[CH:7]=[CH:8][C:9]=1[O:10][CH3:11].[CH3:26][O:27][C:28]1[CH:29]=[C:30]([CH:34]=[CH:35][CH:36]=1)[C:31](Cl)=[O:32]. (7) Given the product [CH2:1]([N:5]([C:49]1[CH:54]=[CH:53][C:52]([I:116])=[CH:51][CH:50]=1)[C:6]([C:8]1[C:12]([Cl:13])=[C:11]([CH3:14])[N:10]([C:15]2[CH:20]=[CH:19][C:18]([C:21](=[O:36])[NH:22][S:23]([C:26]3[CH:35]=[CH:34][C:33]4[C:28](=[CH:29][CH:30]=[CH:31][CH:32]=4)[CH:27]=3)(=[O:25])=[O:24])=[CH:17][C:16]=2[C:37]([N:39]2[CH2:48][CH2:47][C:46]3[C:41](=[CH:42][CH:43]=[CH:44][CH:45]=3)[CH2:40]2)=[O:38])[N:9]=1)=[O:7])[CH2:2][CH2:3][CH3:4], predict the reactants needed to synthesize it. The reactants are: [CH2:1]([N:5]([C:49]1[CH:54]=[CH:53][C:52](CCC(OC)=O)=[CH:51][CH:50]=1)[C:6]([C:8]1[C:12]([Cl:13])=[C:11]([CH3:14])[N:10]([C:15]2[CH:20]=[CH:19][C:18]([C:21](=[O:36])[NH:22][S:23]([C:26]3[CH:35]=[CH:34][C:33]4[C:28](=[CH:29][CH:30]=[CH:31][CH:32]=4)[CH:27]=3)(=[O:25])=[O:24])=[CH:17][C:16]=2[C:37]([N:39]2[CH2:48][CH2:47][C:46]3[C:41](=[CH:42][CH:43]=[CH:44][CH:45]=3)[CH2:40]2)=[O:38])[N:9]=1)=[O:7])[CH2:2][CH2:3][CH3:4].ClC1C(C(O)=O)=NN(C2C=CC(C(=O)NS(C3C=CC4C(=CC=CC=4)C=3)(=O)=O)=CC=2C(N2CCC3C(=CC=CC=3)C2)=O)C=1C.C(NC1C=CC([I:116])=CC=1)CCC. (8) The reactants are: [C:1](=O)([O-])[O-].[K+].[K+].CB1OB(C)OB(C)O1.O1CCOCC1.Br[C:23]1[CH:24]=[CH:25][C:26]([Cl:47])=[C:27]([C:29]2[C:38]3[C:33](=[CH:34][CH:35]=[CH:36][CH:37]=3)[C:32]([C@H:39]([CH3:42])[CH2:40][CH3:41])=[C:31]([C:43]([NH:45][CH3:46])=[O:44])[N:30]=2)[CH:28]=1. Given the product [Cl:47][C:26]1[CH:25]=[CH:24][C:23]([CH3:1])=[CH:28][C:27]=1[C:29]1[C:38]2[C:33](=[CH:34][CH:35]=[CH:36][CH:37]=2)[C:32]([C@H:39]([CH3:42])[CH2:40][CH3:41])=[C:31]([C:43]([NH:45][CH3:46])=[O:44])[N:30]=1, predict the reactants needed to synthesize it.